Dataset: Catalyst prediction with 721,799 reactions and 888 catalyst types from USPTO. Task: Predict which catalyst facilitates the given reaction. (1) Reactant: Cl.[NH2:2][C:3]1[C:4]([C:13]([NH:15][CH:16]([CH:20]2[CH2:25][CH2:24][O:23][CH2:22][CH2:21]2)[C:17]([OH:19])=[O:18])=[O:14])=[CH:5][C:6]2[C:11]([CH:12]=1)=[CH:10][CH:9]=[CH:8][CH:7]=2.[Cl:26][C:27]1[CH:32]=[C:31]([O:33][C:34]([F:37])([F:36])[F:35])[CH:30]=[C:29]([Cl:38])[C:28]=1[N:39]=[C:40]=[O:41].[CH3:42]CCCCC.C(OCC)(=O)C. Product: [Cl:26][C:27]1[CH:32]=[C:31]([O:33][C:34]([F:35])([F:37])[F:36])[CH:30]=[C:29]([Cl:38])[C:28]=1[NH:39][C:40]([NH:2][C:3]1[C:4]([C:13]([NH:15][CH:16]([CH:20]2[CH2:25][CH2:24][O:23][CH2:22][CH2:21]2)[C:17]([O:19][CH3:42])=[O:18])=[O:14])=[CH:5][C:6]2[C:11]([CH:12]=1)=[CH:10][CH:9]=[CH:8][CH:7]=2)=[O:41]. The catalyst class is: 17. (2) Reactant: [N:1]1[N:2]([C:6]2[CH:11]=[CH:10][CH:9]=[CH:8][C:7]=2[C:12]([N:14]2[CH2:19][C@H:18]([C:20]3[S:21][CH:22]=[C:23]([CH2:25][OH:26])[N:24]=3)[CH2:17][CH2:16][C@H:15]2[CH3:27])=[O:13])[N:3]=[CH:4][CH:5]=1.CC(OI1(OC(C)=O)(OC(C)=O)OC(=O)C2C=CC=CC1=2)=O. Product: [N:3]1[N:2]([C:6]2[CH:11]=[CH:10][CH:9]=[CH:8][C:7]=2[C:12]([N:14]2[C@H:15]([CH3:27])[CH2:16][CH2:17][C@@H:18]([C:20]3[S:21][CH:22]=[C:23]([CH:25]=[O:26])[N:24]=3)[CH2:19]2)=[O:13])[N:1]=[CH:5][CH:4]=1. The catalyst class is: 2. (3) Reactant: [CH3:1][C:2]1[C:3]([NH2:8])=[N:4][CH:5]=[CH:6][N:7]=1.[Cl:9]N1C(=O)CCC1=O. Product: [Cl:9][C:6]1[N:7]=[C:2]([CH3:1])[C:3]([NH2:8])=[N:4][CH:5]=1. The catalyst class is: 2. (4) Reactant: Cl.[Br:2][C:3]1[C:4]([F:14])=[C:5]([C@H:9]([NH2:13])[CH2:10][CH2:11][CH3:12])[CH:6]=[CH:7][CH:8]=1.[CH3:15][C:16]([O:19][C:20](O[C:20]([O:19][C:16]([CH3:18])([CH3:17])[CH3:15])=[O:21])=[O:21])([CH3:18])[CH3:17].CCN(CC)CC. Product: [Br:2][C:3]1[C:4]([F:14])=[C:5]([C@H:9]([NH:13][C:20](=[O:21])[O:19][C:16]([CH3:18])([CH3:17])[CH3:15])[CH2:10][CH2:11][CH3:12])[CH:6]=[CH:7][CH:8]=1. The catalyst class is: 5. (5) Reactant: Cl.[CH3:2][C:3]1[CH:4]=[C:5]([NH:10][NH2:11])[CH:6]=[CH:7][C:8]=1[CH3:9].[CH3:12][C:13]([CH3:20])([CH3:19])[C:14](=O)[CH2:15][C:16]#[N:17]. Product: [C:13]([C:14]1[CH:15]=[C:16]([NH2:17])[N:10]([C:5]2[CH:6]=[CH:7][C:8]([CH3:9])=[C:3]([CH3:2])[CH:4]=2)[N:11]=1)([CH3:20])([CH3:19])[CH3:12]. The catalyst class is: 14. (6) Reactant: Cl.[NH2:2][C:3]([NH2:5])=[NH:4].[H-].[Na+].[C:8]([O:12][C:13](=[O:38])[CH2:14][N:15]([S:23]([C:26]1[CH:35]=[C:34]2[C:29]([C:30]([Cl:37])=[CH:31][N:32]=[C:33]2Cl)=[CH:28][CH:27]=1)(=[O:25])=[O:24])[CH2:16][C:17]1[CH:22]=[CH:21][CH:20]=[CH:19][N:18]=1)([CH3:11])([CH3:10])[CH3:9]. Product: [C:8]([O:12][C:13](=[O:38])[CH2:14][N:15]([S:23]([C:26]1[CH:35]=[C:34]2[C:29]([C:30]([Cl:37])=[CH:31][N:32]=[C:33]2[NH:4][C:3]([NH2:5])=[NH:2])=[CH:28][CH:27]=1)(=[O:24])=[O:25])[CH2:16][C:17]1[CH:22]=[CH:21][CH:20]=[CH:19][N:18]=1)([CH3:11])([CH3:9])[CH3:10]. The catalyst class is: 57.